This data is from Full USPTO retrosynthesis dataset with 1.9M reactions from patents (1976-2016). The task is: Predict the reactants needed to synthesize the given product. (1) The reactants are: [O:1]=[C:2]1[N:6]([C:7]2[CH:8]=[CH:9][C:10]3[CH2:16][C:15](=[O:17])[CH2:14][CH2:13][CH2:12][C:11]=3[CH:18]=2)[CH2:5][C@H:4]([CH2:19][NH:20][C:21](=[O:23])[CH3:22])[O:3]1.[Li+].C[Si]([N-][Si](C)(C)C)(C)C.[CH3:34][C:35]1[O:39][N:38]=[C:37]([C:40](Cl)=[O:41])[CH:36]=1.[Cl-].[NH4+]. Given the product [CH3:34][C:35]1[O:39][N:38]=[C:37]([C:40]([CH:16]2[C:10]3[CH:9]=[CH:8][C:7]([N:6]4[CH2:5][C@H:4]([CH2:19][NH:20][C:21](=[O:23])[CH3:22])[O:3][C:2]4=[O:1])=[CH:18][C:11]=3[CH2:12][CH2:13][CH2:14][C:15]2=[O:17])=[O:41])[CH:36]=1, predict the reactants needed to synthesize it. (2) The reactants are: [Si:1]([O:8][CH2:9][C@H:10]1[CH2:14][CH2:13][C:12](=[O:15])[N:11]1[CH2:16][C:17]1[S:18][CH:19]=[C:20](/[CH:22]=[CH:23]/[C:24]([OH:26])=[O:25])[N:21]=1)([C:4]([CH3:7])([CH3:6])[CH3:5])([CH3:3])[CH3:2].[CH2:27](I)[CH2:28][CH2:29][CH3:30].C(=O)([O-])[O-].[K+].[K+].O. Given the product [Si:1]([O:8][CH2:9][C@H:10]1[CH2:14][CH2:13][C:12](=[O:15])[N:11]1[CH2:16][C:17]1[S:18][CH:19]=[C:20](/[CH:22]=[CH:23]/[C:24]([O:26][CH2:27][CH2:28][CH2:29][CH3:30])=[O:25])[N:21]=1)([C:4]([CH3:7])([CH3:5])[CH3:6])([CH3:2])[CH3:3], predict the reactants needed to synthesize it. (3) Given the product [CH3:37][N:35]1[CH:36]=[C:32]([N:27]2[CH:28]=[CH:29][C:30](=[O:31])[C:25]([CH2:24][O:21][C:2]3[CH:3]=[C:4]4[C:9](=[CH:10][CH:11]=3)[N:8]=[CH:7][C:6]([O:12][CH2:13][O:14][CH2:15][CH2:16][Si:17]([CH3:20])([CH3:19])[CH3:18])=[CH:5]4)=[N:26]2)[CH:33]=[N:34]1, predict the reactants needed to synthesize it. The reactants are: Cl[C:2]1[CH:3]=[C:4]2[C:9](=[CH:10][CH:11]=1)[N:8]=[CH:7][C:6]([O:12][CH2:13][O:14][CH2:15][CH2:16][Si:17]([CH3:20])([CH3:19])[CH3:18])=[CH:5]2.[OH-:21].[K+].Cl[CH2:24][C:25]1[C:30](=[O:31])[CH:29]=[CH:28][N:27]([C:32]2[CH:33]=[N:34][N:35]([CH3:37])[CH:36]=2)[N:26]=1. (4) Given the product [Br:1][C:2]1[N:7]=[C:6]([C:8]([NH2:19])=[O:9])[C:5]([NH:12][CH2:13][CH:14]2[CH2:17][CH2:16][O:15]2)=[CH:4][C:3]=1[F:18], predict the reactants needed to synthesize it. The reactants are: [Br:1][C:2]1[N:7]=[C:6]([C:8](OC)=[O:9])[C:5]([NH:12][CH2:13][CH:14]2[CH2:17][CH2:16][O:15]2)=[CH:4][C:3]=1[F:18].[NH3:19]. (5) Given the product [Cl:20][C:21]1[CH:26]=[CH:25][C:24]([CH2:27][C:28]([NH:1][N:2]2[N:11]=[C:10]([N:12]3[CH2:13][CH2:14][N:15]([CH3:18])[CH2:16][CH2:17]3)[C:9]3[C:4](=[CH:5][CH:6]=[CH:7][CH:8]=3)[C:3]2=[O:19])=[O:29])=[CH:23][CH:22]=1, predict the reactants needed to synthesize it. The reactants are: [NH2:1][N:2]1[N:11]=[C:10]([N:12]2[CH2:17][CH2:16][N:15]([CH3:18])[CH2:14][CH2:13]2)[C:9]2[C:4](=[CH:5][CH:6]=[CH:7][CH:8]=2)[C:3]1=[O:19].[Cl:20][C:21]1[CH:26]=[CH:25][C:24]([CH2:27][C:28](Cl)=[O:29])=[CH:23][CH:22]=1. (6) Given the product [Cl:8][C:9]1[CH:17]=[CH:16][C:12]([C:13]2[O:14][CH:19]=[N:18][C:20]=2[C:21]([O:23][CH2:24][CH3:25])=[O:22])=[CH:11][CH:10]=1, predict the reactants needed to synthesize it. The reactants are: C(N(CC)CC)C.[Cl:8][C:9]1[CH:17]=[CH:16][C:12]([C:13](Cl)=[O:14])=[CH:11][CH:10]=1.[N+:18]([CH2:20][C:21]([O:23][CH2:24][CH3:25])=[O:22])#[C-:19].